This data is from Catalyst prediction with 721,799 reactions and 888 catalyst types from USPTO. The task is: Predict which catalyst facilitates the given reaction. (1) Product: [S:1]1[CH2:6][CH2:5][CH:4]([CH2:7][CH2:8][OH:9])[CH2:3][CH2:2]1. Reactant: [S:1]1[CH2:6][CH2:5][CH:4]([CH2:7][C:8](OCC)=[O:9])[CH2:3][CH2:2]1.[H-].[Al+3].[Li+].[H-].[H-].[H-].[H][H]. The catalyst class is: 385. (2) Reactant: C[O:2][C:3]([C:5]1[S:6][C:7]([C:13](=[O:23])[NH:14][CH2:15][C:16]2[CH:21]=[CH:20][CH:19]=[C:18]([OH:22])[CH:17]=2)=[CH:8][C:9]=1[CH:10]([CH3:12])[CH3:11])=[O:4].O.[OH-].[Li+].C1COCC1.Cl. Product: [OH:22][C:18]1[CH:17]=[C:16]([CH:21]=[CH:20][CH:19]=1)[CH2:15][NH:14][C:13]([C:7]1[S:6][C:5]([C:3]([OH:4])=[O:2])=[C:9]([CH:10]([CH3:12])[CH3:11])[CH:8]=1)=[O:23]. The catalyst class is: 6. (3) Reactant: [Cl:1][C:2]1[CH:10]=[CH:9][CH:8]=[C:7]2[C:3]=1[C:4]([C:11]([NH:13][CH2:14][C:15]1([OH:23])[CH2:20][CH2:19][CH2:18][C:17]([F:22])([F:21])[CH2:16]1)=[O:12])=[CH:5][NH:6]2.[N:24]1([CH2:30][CH2:31]O)[CH2:29][CH2:28][CH2:27][CH2:26][CH2:25]1.C(P(=CC#N)(CCCC)CCCC)CCC. Product: [Cl:1][C:2]1[CH:10]=[CH:9][CH:8]=[C:7]2[C:3]=1[C:4]([C:11]([NH:13][CH2:14][C:15]1([OH:23])[CH2:20][CH2:19][CH2:18][C:17]([F:22])([F:21])[CH2:16]1)=[O:12])=[CH:5][N:6]2[CH2:31][CH2:30][N:24]1[CH2:29][CH2:28][CH2:27][CH2:26][CH2:25]1. The catalyst class is: 11. (4) Reactant: [NH2:1][C:2]1[CH:7]=[CH:6][C:5]([C:8]2[NH:13][C:12](=[O:14])[NH:11][CH:10]([C:15]3[CH:20]=[C:19]([N+:21]([O-:23])=[O:22])[C:18]([OH:24])=[C:17]([O:25][CH2:26][CH3:27])[CH:16]=3)[C:9]=2[C:28]2[CH:33]=[CH:32][CH:31]=[CH:30][CH:29]=2)=[CH:4][CH:3]=1.[CH3:34][C:35](OC(C)=O)=[O:36]. Product: [CH2:26]([O:25][C:17]1[CH:16]=[C:15]([CH:10]2[NH:11][C:12](=[O:14])[NH:13][C:8]([C:5]3[CH:6]=[CH:7][C:2]([NH:1][C:35](=[O:36])[CH3:34])=[CH:3][CH:4]=3)=[C:9]2[C:28]2[CH:29]=[CH:30][CH:31]=[CH:32][CH:33]=2)[CH:20]=[C:19]([N+:21]([O-:23])=[O:22])[C:18]=1[OH:24])[CH3:27]. The catalyst class is: 2. (5) Reactant: [CH3:1][CH:2]([Si:4]([CH:16]([CH3:18])[CH3:17])([O:8][C:9]1[CH:10]=[C:11]([OH:15])[CH:12]=[CH:13][CH:14]=1)[CH:5]([CH3:7])[CH3:6])[CH3:3].CN[C:21]1[N:26]=[C:25]([CH2:27][CH2:28]O)[CH:24]=[CH:23][CH:22]=1.C1(P(C2C=CC=CC=2)C2C=CC=CC=2)C=CC=CC=1.[N:49]([C:56](OCC)=O)=NC(OCC)=O. The catalyst class is: 1. Product: [CH3:7][CH:5]([Si:4]([CH:16]([CH3:18])[CH3:17])([O:8][C:9]1[CH:10]=[C:11]([CH:12]=[CH:13][CH:14]=1)[O:15][CH2:28][CH2:27][C:25]1[N:26]=[C:21]([CH2:56][NH2:49])[CH:22]=[CH:23][CH:24]=1)[CH:2]([CH3:1])[CH3:3])[CH3:6]. (6) Reactant: C([N:8]1[CH2:12][CH2:11][CH2:10][C@H:9]1[CH2:13][O:14][CH2:15][C:16]([F:19])([F:18])[F:17])C1C=CC=CC=1.CCN(C(C)C)C(C)C. Product: [F:19][C:16]([F:17])([F:18])[CH2:15][O:14][CH2:13][C@@H:9]1[CH2:10][CH2:11][CH2:12][NH:8]1. The catalyst class is: 19. (7) Reactant: C[O:2][CH:3](OC)[CH2:4][CH2:5][N:6]1[C:15]2[C:10](=[CH:11][CH:12]=[C:13]([O:16][CH3:17])[CH:14]=2)[N:9]=[CH:8][C:7]1=[O:18].Cl. Product: [CH3:17][O:16][C:13]1[CH:14]=[C:15]2[C:10]([N:9]=[CH:8][C:7](=[O:18])[N:6]2[CH2:5][CH2:4][CH:3]=[O:2])=[CH:11][CH:12]=1. The catalyst class is: 217. (8) Reactant: [CH2:1]([NH:8][CH2:9][C:10]1[C:11]([CH3:35])=[C:12]2[C:17]([NH:18][C:19]3[CH:24]=[CH:23][C:22]([O:25][C:26]4[CH:31]=[CH:30][CH:29]=[CH:28][CH:27]=4)=[CH:21][CH:20]=3)=[C:16]([C:32]#[N:33])[CH:15]=[N:14][N:13]2[CH:34]=1)[C:2]1[CH:7]=[CH:6][CH:5]=[CH:4][CH:3]=1.CCN(CC)CC.[CH3:43][C:44](OC(C)=O)=[O:45]. Product: [CH2:1]([N:8]([CH2:9][C:10]1[C:11]([CH3:35])=[C:12]2[C:17]([NH:18][C:19]3[CH:24]=[CH:23][C:22]([O:25][C:26]4[CH:27]=[CH:28][CH:29]=[CH:30][CH:31]=4)=[CH:21][CH:20]=3)=[C:16]([C:32]#[N:33])[CH:15]=[N:14][N:13]2[CH:34]=1)[C:44](=[O:45])[CH3:43])[C:2]1[CH:7]=[CH:6][CH:5]=[CH:4][CH:3]=1. The catalyst class is: 2. (9) Reactant: [CH3:1][O:2][C:3](=[O:16])[C:4]1[CH:9]=[CH:8][CH:7]=[CH:6][C:5]=1[N:10]1[CH2:15][CH2:14][NH:13][CH2:12][CH2:11]1.[CH3:17][C:18]1[CH:22]=[C:21]([CH3:23])[N:20]([CH2:24][C:25](O)=[O:26])[N:19]=1.C(C1NC=CN=1)(C1NC=CN=1)=O.[NH4+].[Cl-]. Product: [CH3:1][O:2][C:3](=[O:16])[C:4]1[CH:9]=[CH:8][CH:7]=[CH:6][C:5]=1[N:10]1[CH2:15][CH2:14][N:13]([C:25](=[O:26])[CH2:24][N:20]2[C:21]([CH3:23])=[CH:22][C:18]([CH3:17])=[N:19]2)[CH2:12][CH2:11]1. The catalyst class is: 25. (10) Reactant: C([C:6]1[CH:7]=[C:8]([CH:14]=CC=1C(=O)CCC)[CH2:9][CH2:10][C:11]([OH:13])=[O:12])(=O)CCC.CN([CH:25]=[O:26])C.[C:27](Cl)(=[O:31])[C:28](Cl)=[O:29].NC1S[CH:36]=[C:37]([C:39]2C=CC(Cl)=CC=2)N=1.Cl[CH2:47]Cl. Product: [C:11]([CH2:10][CH2:9][C:8]1[CH:7]=[CH:6][C:28]([O:29][C:25](=[O:26])[CH2:36][CH2:37][CH3:39])=[C:27]([O:31][CH3:47])[CH:14]=1)([OH:13])=[O:12]. The catalyst class is: 17.